This data is from Catalyst prediction with 721,799 reactions and 888 catalyst types from USPTO. The task is: Predict which catalyst facilitates the given reaction. Reactant: FC(F)(F)S(O[C:7]1[C:15]2[CH:14]=[N:13][CH:12]=[N:11][C:10]=2[O:9][C:8]=1[C:16]([O:18][CH2:19][CH3:20])=[O:17])(=O)=O.[F:23][C:24]1[CH:29]=[C:28]([Si:30]([CH3:33])([CH3:32])[CH3:31])[CH:27]=[CH:26][C:25]=1[NH2:34].CC1(C)C2C(=C(P(C3C=CC=CC=3)C3C=CC=CC=3)C=CC=2)OC2C(P(C3C=CC=CC=3)C3C=CC=CC=3)=CC=CC1=2.[O-]P([O-])([O-])=O.[K+].[K+].[K+]. Product: [F:23][C:24]1[CH:29]=[C:28]([Si:30]([CH3:32])([CH3:31])[CH3:33])[CH:27]=[CH:26][C:25]=1[NH:34][C:7]1[C:15]2[CH:14]=[N:13][CH:12]=[N:11][C:10]=2[O:9][C:8]=1[C:16]([O:18][CH2:19][CH3:20])=[O:17]. The catalyst class is: 101.